Dataset: Reaction yield outcomes from USPTO patents with 853,638 reactions. Task: Predict the reaction yield, written as a fraction of the theoretical maximum amount of product (1.0 means a 100% yield; for example, 0.34 means a 34% yield). (1) The reactants are [CH2:1]([C:3]1[N:4]([C:28]2[CH:33]=[CH:32][C:31]([OH:34])=[CH:30][CH:29]=2)[C:5](=[O:27])[C:6]([CH2:12][C:13]2[CH:18]=[CH:17][C:16]([C:19]3[C:20]([C:25]#[N:26])=[CH:21][CH:22]=[CH:23][CH:24]=3)=[CH:15][CH:14]=2)=[C:7]([CH2:9][CH2:10][CH3:11])[N:8]=1)[CH3:2].[CH3:35][C:36]1([OH:43])[CH2:41][CH2:40][CH:39](O)[CH2:38][CH2:37]1.C1(P(C2C=CC=CC=2)C2C=CC=CC=2)C=CC=CC=1.[N:64]([C:65]([O:67]C(C)C)=[O:66])=[N:64][C:65]([O:67]C(C)C)=[O:66]. The catalyst is O1CCCC1.O.C(OCC)(=O)C. The product is [CH2:1]([C:3]1[N:4]([C:28]2[CH:33]=[CH:32][C:31]([O:34][CH:39]3[CH2:40][CH2:41][C:36]([OH:43])([CH3:35])[CH2:37][CH2:38]3)=[CH:30][CH:29]=2)[C:5](=[O:27])[C:6]([CH2:12][C:13]2[CH:18]=[CH:17][C:16]([C:19]3[CH:24]=[CH:23][CH:22]=[CH:21][C:20]=3[C:25]3[NH:64][C:65](=[O:66])[O:67][N:26]=3)=[CH:15][CH:14]=2)=[C:7]([CH2:9][CH2:10][CH3:11])[N:8]=1)[CH3:2]. The yield is 0.190. (2) The reactants are [F:1][C:2]1[CH:7]=[CH:6][C:5]([C:8]2[C:9]3[CH:21]=[CH:20][C:19](=[O:22])[N:18]([C:23]4[CH:28]=[CH:27][CH:26]=[CH:25][C:24]=4[CH3:29])[C:10]=3[N:11]=[C:12](S(C)(=O)=O)[N:13]=2)=[C:4]([CH3:30])[CH:3]=1.[NH2:31][C:32]([CH3:36])([CH3:35])[CH2:33][OH:34]. No catalyst specified. The product is [F:1][C:2]1[CH:7]=[CH:6][C:5]([C:8]2[C:9]3[CH:21]=[CH:20][C:19](=[O:22])[N:18]([C:23]4[CH:28]=[CH:27][CH:26]=[CH:25][C:24]=4[CH3:29])[C:10]=3[N:11]=[C:12]([NH:31][C:32]([CH3:36])([CH3:35])[CH2:33][OH:34])[N:13]=2)=[C:4]([CH3:30])[CH:3]=1. The yield is 0.110. (3) The reactants are [F:1][C:2]1[CH:6]=[N:5][N:4]([CH3:7])[C:3]=1[C:8]1[CH:9]=[C:10]([NH2:16])[CH:11]=[CH:12][C:13]=1[O:14][CH3:15].[Cl:17][C:18]1[CH:23]=[CH:22][C:21]([N:24]=[C:25]=[O:26])=[CH:20][C:19]=1[C:27]([F:30])([F:29])[F:28]. No catalyst specified. The product is [Cl:17][C:18]1[CH:23]=[CH:22][C:21]([NH:24][C:25]([NH:16][C:10]2[CH:11]=[CH:12][C:13]([O:14][CH3:15])=[C:8]([C:3]3[N:4]([CH3:7])[N:5]=[CH:6][C:2]=3[F:1])[CH:9]=2)=[O:26])=[CH:20][C:19]=1[C:27]([F:28])([F:29])[F:30]. The yield is 0.290. (4) The reactants are Br[C:2]1[CH:3]=[N:4][CH:5]=[CH:6][CH:7]=1.C(O[Na])(C)(C)C.[Cl-].C(C1C=CC=C(C(C)C)C=1[N+]1CCN(C2C(C(C)C)=CC=CC=2C(C)C)C=1)(C)C.[C:44]([O:48][C:49](=[O:57])[C:50]1[CH:55]=[CH:54][CH:53]=[C:52]([NH2:56])[CH:51]=1)([CH3:47])([CH3:46])[CH3:45]. The catalyst is CCOC(C)=O.C1C=CC(/C=C/C(/C=C/C2C=CC=CC=2)=O)=CC=1.C1C=CC(/C=C/C(/C=C/C2C=CC=CC=2)=O)=CC=1.C1C=CC(/C=C/C(/C=C/C2C=CC=CC=2)=O)=CC=1.[Pd].[Pd].O1CCOCC1. The product is [C:44]([O:48][C:49](=[O:57])[C:50]1[CH:55]=[CH:54][CH:53]=[C:52]([NH:56][C:5]2[CH:6]=[CH:7][CH:2]=[CH:3][N:4]=2)[CH:51]=1)([CH3:47])([CH3:45])[CH3:46]. The yield is 0.160.